From a dataset of HIV replication inhibition screening data with 41,000+ compounds from the AIDS Antiviral Screen. Binary Classification. Given a drug SMILES string, predict its activity (active/inactive) in a high-throughput screening assay against a specified biological target. (1) The molecule is C[N+]1([O-])CCC(O)(C2CC2)CC1. The result is 0 (inactive). (2) The molecule is OC1(c2ccccc2)CSC2=Nc3ccccc3C3CCN1N23. The result is 0 (inactive). (3) The compound is Cn1c(=O)n2n(c1=O)C(c1ccccc1)C2c1ccccc1. The result is 0 (inactive).